From a dataset of Reaction yield outcomes from USPTO patents with 853,638 reactions. Predict the reaction yield, written as a fraction of the theoretical maximum amount of product (1.0 means a 100% yield; for example, 0.34 means a 34% yield). (1) The reactants are [F:1][CH2:2][C:3]1([S:6]([NH:9][C:10]([C@@:12]23[CH2:27][C@H:26]2[CH:25]=[CH:24][CH2:23][CH2:22][CH:21]([CH3:28])[CH2:20][C@@H:19]([CH3:29])[C@H:18]([NH:30][C:31](=[O:37])[O:32][C:33]([CH3:36])([CH3:35])[CH3:34])[C:17](=[O:38])[N:16]2[CH2:39][C@H:40]([OH:42])[CH2:41][C@H:15]2[C:14](=[O:43])[NH:13]3)=[O:11])(=[O:8])=[O:7])[CH2:5][CH2:4]1.Cl[C:45]1[C:54]2[C:49](=[CH:50][C:51]([O:55][CH3:56])=[CH:52][CH:53]=2)[N:48]=[C:47]([C:57]2[CH:62]=[CH:61][C:60]([O:63][CH:64]([CH3:66])[CH3:65])=[CH:59][CH:58]=2)[CH:46]=1.CC([O-])(C)C.[K+]. The catalyst is CS(C)=O. The product is [F:1][CH2:2][C:3]1([S:6]([NH:9][C:10]([C@@:12]23[CH2:27][C@H:26]2[CH:25]=[CH:24][CH2:23][CH2:22][CH:21]([CH3:28])[CH2:20][C@@H:19]([CH3:29])[C@H:18]([NH:30][C:31](=[O:37])[O:32][C:33]([CH3:36])([CH3:34])[CH3:35])[C:17](=[O:38])[N:16]2[CH2:39][C@H:40]([O:42][C:45]4[C:54]5[C:49](=[CH:50][C:51]([O:55][CH3:56])=[CH:52][CH:53]=5)[N:48]=[C:47]([C:57]5[CH:62]=[CH:61][C:60]([O:63][CH:64]([CH3:66])[CH3:65])=[CH:59][CH:58]=5)[CH:46]=4)[CH2:41][C@H:15]2[C:14](=[O:43])[NH:13]3)=[O:11])(=[O:7])=[O:8])[CH2:5][CH2:4]1. The yield is 0.600. (2) The reactants are [Cl:1][C:2]1[CH:18]=[CH:17][C:5]2[CH2:6][CH2:7][N:8]([C:11](=[O:16])[C:12]([F:15])([F:14])[F:13])[CH2:9][CH2:10][C:4]=2[C:3]=1[NH:19][CH2:20][C:21]1[CH:26]=[CH:25][C:24]([C:27]2([CH3:32])OCC[O:28]2)=[CH:23][CH:22]=1.Cl. The catalyst is CO. The product is [C:27]([C:24]1[CH:23]=[CH:22][C:21]([CH2:20][NH:19][C:3]2[C:4]3[CH2:10][CH2:9][N:8]([C:11](=[O:16])[C:12]([F:14])([F:15])[F:13])[CH2:7][CH2:6][C:5]=3[CH:17]=[CH:18][C:2]=2[Cl:1])=[CH:26][CH:25]=1)(=[O:28])[CH3:32]. The yield is 0.790.